Dataset: Reaction yield outcomes from USPTO patents with 853,638 reactions. Task: Predict the reaction yield, written as a fraction of the theoretical maximum amount of product (1.0 means a 100% yield; for example, 0.34 means a 34% yield). (1) The reactants are [CH:1]1([C:4]2[N:31]=[C:7]3[NH:8][C:9](=[O:30])[C:10]([CH2:15][C:16]4[CH:21]=[CH:20][C:19]([C:22]5[C:23]([C:28]#[N:29])=[CH:24][CH:25]=[CH:26][CH:27]=5)=[CH:18][CH:17]=4)=[C:11]([CH2:12][CH2:13][CH3:14])[N:6]3[N:5]=2)[CH2:3][CH2:2]1.CI.[C:34](=O)([O-])[O-].[K+].[K+].CN(C)C=O. The catalyst is C(OCC)(=O)C. The product is [CH:1]1([C:4]2[N:31]=[C:7]3[N:8]([CH3:34])[C:9](=[O:30])[C:10]([CH2:15][C:16]4[CH:21]=[CH:20][C:19]([C:22]5[C:23]([C:28]#[N:29])=[CH:24][CH:25]=[CH:26][CH:27]=5)=[CH:18][CH:17]=4)=[C:11]([CH2:12][CH2:13][CH3:14])[N:6]3[N:5]=2)[CH2:2][CH2:3]1. The yield is 1.00. (2) The reactants are [CH3:1][O:2][C:3](=[O:27])[C@@H:4]([NH:10][C:11]([C:13]1[CH:18]=[CH:17][C:16]([C:19]2[CH:24]=[CH:23][C:22]([CH2:25][CH3:26])=[CH:21][CH:20]=2)=[CH:15][CH:14]=1)=[O:12])[C@H:5]([N:7]=[N+]=[N-])[CH3:6]. The catalyst is CO. The product is [CH3:1][O:2][C:3](=[O:27])[C@@H:4]([NH:10][C:11]([C:13]1[CH:18]=[CH:17][C:16]([C:19]2[CH:24]=[CH:23][C:22]([CH2:25][CH3:26])=[CH:21][CH:20]=2)=[CH:15][CH:14]=1)=[O:12])[C@H:5]([NH2:7])[CH3:6]. The yield is 0.990. (3) The reactants are [F:1][C:2]1[CH:8]=[CH:7][C:5]([NH2:6])=[CH:4][C:3]=1[CH3:9].CS(O[CH:15]([CH2:19][CH2:20][CH3:21])[CH2:16][CH2:17][CH3:18])(=O)=O.C([O-])(O)=O.[Na+].O. The catalyst is C(#N)C. The product is [CH2:18]([NH:6][C:5]1[CH:7]=[CH:8][C:2]([F:1])=[C:3]([CH3:9])[CH:4]=1)[CH2:17][CH2:16][CH2:15][CH2:19][CH2:20][CH3:21]. The yield is 0.350. (4) The reactants are [F:1][C:2]([F:15])([C:8]1[CH:13]=[N:12][C:11]([CH3:14])=[CH:10][N:9]=1)[C:3](OCC)=[O:4].[BH4-].[Na+]. The catalyst is C(O)C. The product is [F:15][C:2]([F:1])([C:8]1[CH:13]=[N:12][C:11]([CH3:14])=[CH:10][N:9]=1)[CH2:3][OH:4]. The yield is 1.00. (5) The reactants are [C:1]1([N:7]2[C:17]3[C:12](=[CH:13][CH:14]=[CH:15][CH:16]=3)[C:10](=O)[C:8]2=[O:9])[CH:6]=[CH:5][CH:4]=[CH:3][CH:2]=1.[NH2:18][C:19]1[CH:20]=[CH:21][C:22]([Cl:25])=[N:23][CH:24]=1. No catalyst specified. The product is [Cl:25][C:22]1[N:23]=[CH:24][C:19]([N:18]=[C:10]2[C:12]3[C:17](=[CH:16][CH:15]=[CH:14][CH:13]=3)[N:7]([C:1]3[CH:6]=[CH:5][CH:4]=[CH:3][CH:2]=3)[C:8]2=[O:9])=[CH:20][CH:21]=1. The yield is 0.590.